This data is from Reaction yield outcomes from USPTO patents with 853,638 reactions. The task is: Predict the reaction yield, written as a fraction of the theoretical maximum amount of product (1.0 means a 100% yield; for example, 0.34 means a 34% yield). (1) The catalyst is CC(C)=O. The reactants are [OH:1][C:2]1[CH:7]=[CH:6][C:5]([CH2:8][C:9]([O:11][CH3:12])=[O:10])=[CH:4][CH:3]=1.C(=O)([O-])[O-].[K+].[K+].[F:19][C:20]1[CH:27]=[CH:26][C:23]([CH2:24]Cl)=[CH:22][CH:21]=1.O. The yield is 0.930. The product is [F:19][C:20]1[CH:27]=[CH:26][C:23]([CH2:24][O:1][C:2]2[CH:3]=[CH:4][C:5]([CH2:8][C:9]([O:11][CH3:12])=[O:10])=[CH:6][CH:7]=2)=[CH:22][CH:21]=1. (2) The reactants are CC([O-])(C)C.[K+].[C:7]([CH2:9][C:10]([NH2:12])=[O:11])#[N:8].[CH3:13][C:14](=O)[CH:15]=[CH:16][CH2:17][CH3:18].O=O.Cl. The catalyst is CS(C)=O.O. The product is [CH2:17]([C:16]1[CH:15]=[C:14]([CH3:13])[NH:12][C:10](=[O:11])[C:9]=1[C:7]#[N:8])[CH3:18]. The yield is 0.183. (3) The reactants are C(OCC)(=O)C.C(OC(=O)[NH:16][C@H:17]([CH2:48][C:49]1[CH:54]=[CH:53][CH:52]=[CH:51][CH:50]=1)[C:18]([N:20]1[CH2:25][CH2:24][CH:23]([C:26]2[CH:31]=[CH:30][C:29]([O:32]CC3C=CC=CC=3)=[CH:28][C:27]=2[O:40]CC2C=CC=CC=2)[CH2:22][CH2:21]1)=[O:19])C1C=CC=CC=1. The catalyst is CO.[Pd]. The product is [NH2:16][C@H:17]([CH2:48][C:49]1[CH:50]=[CH:51][CH:52]=[CH:53][CH:54]=1)[C:18]([N:20]1[CH2:25][CH2:24][CH:23]([C:26]2[CH:31]=[CH:30][C:29]([OH:32])=[CH:28][C:27]=2[OH:40])[CH2:22][CH2:21]1)=[O:19]. The yield is 0.640. (4) The product is [CH2:27]([O:26][C@@H:24]1[CH2:23][N:22]([C:29](=[O:39])[C@@H:30]([NH:34][C:35](=[O:38])[O:36][CH3:37])[CH:31]([CH3:33])[CH3:32])[C@H:21]([C:19]2[NH:18][C:17]3[C:40]4[C:13]([CH:14]=[CH:15][C:16]=3[N:20]=2)=[CH:12][C:11]2[C:5]3[C:6]([CH2:8][O:9][C:10]=2[CH:41]=4)=[CH:7][C:2]([B:45]2[O:46][C:47]([CH3:49])([CH3:48])[C:43]([CH3:59])([CH3:42])[O:44]2)=[CH:3][CH:4]=3)[CH2:25]1)[CH3:28]. The reactants are Cl[C:2]1[CH:7]=[C:6]2[CH2:8][O:9][C:10]3[CH:41]=[C:40]4[C:13]([CH:14]=[CH:15][C:16]5[N:20]=[C:19]([C@@H:21]6[CH2:25][C@H:24]([O:26][CH2:27][CH3:28])[CH2:23][N:22]6[C:29](=[O:39])[C@@H:30]([NH:34][C:35](=[O:38])[O:36][CH3:37])[CH:31]([CH3:33])[CH3:32])[NH:18][C:17]=54)=[CH:12][C:11]=3[C:5]2=[CH:4][CH:3]=1.[CH3:42][C:43]1([CH3:59])[C:47]([CH3:49])([CH3:48])[O:46][B:45]([B:45]2[O:46][C:47]([CH3:49])([CH3:48])[C:43]([CH3:59])([CH3:42])[O:44]2)[O:44]1.C([O-])(=O)C.[K+].C1(P(C2CCCCC2)C2C=CC=CC=2C2C(C(C)C)=CC(C(C)C)=CC=2C(C)C)CCCCC1. The catalyst is O1CCOCC1.C1C=CC(/C=C/C(/C=C/C2C=CC=CC=2)=O)=CC=1.C1C=CC(/C=C/C(/C=C/C2C=CC=CC=2)=O)=CC=1.[Pd]. The yield is 0.730. (5) The reactants are [S-:1][C:2]#[N:3].[NH4+].[C:5](Cl)(=[O:12])[C:6]1[CH:11]=[CH:10][CH:9]=[CH:8][CH:7]=1.[Br:14][C:15]1[N:20]=[C:19]([Cl:21])[C:18]([NH2:22])=[CH:17][CH:16]=1.O. The catalyst is CC(C)=O. The product is [Br:14][C:15]1[N:20]=[C:19]([Cl:21])[C:18]([NH:22][C:2]([NH:3][C:5](=[O:12])[C:6]2[CH:11]=[CH:10][CH:9]=[CH:8][CH:7]=2)=[S:1])=[CH:17][CH:16]=1. The yield is 0.890. (6) The reactants are [C:1]([O:20]C)(=O)[CH2:2][CH2:3][CH2:4][CH2:5][CH2:6][CH2:7][CH2:8]/[CH:9]=[CH:10]\[CH2:11]/[CH:12]=[CH:13]\[CH2:14]/[CH:15]=[CH:16]\[CH2:17][CH3:18].[H-].[Na+].[OH-].[Na+]. The catalyst is C1(C)C(C)=CC=CC=1.O.O1CCCC1. The product is [CH3:17][CH2:16]/[CH:15]=[CH:14]\[CH2:13]/[CH:12]=[CH:11]\[CH2:10]/[CH:9]=[CH:8]\[CH2:7][CH2:6][CH2:5][CH2:4][CH2:3][CH2:2][CH2:1][C:1](=[O:20])[CH2:2][CH2:3][CH2:4][CH2:5][CH2:6][CH2:7][CH2:8]/[CH:9]=[CH:10]\[CH2:11]/[CH:12]=[CH:13]\[CH2:14]/[CH:15]=[CH:16]\[CH2:17][CH3:18]. The yield is 0.740.